This data is from Forward reaction prediction with 1.9M reactions from USPTO patents (1976-2016). The task is: Predict the product of the given reaction. (1) Given the reactants [C:1]1([C:7]2[N:8]=[CH:9][N:10]([CH:12]3[CH2:17][CH2:16][N:15]([C:18]([CH:20]4[CH2:25][CH2:24][C:23]([F:27])([F:26])[CH2:22][CH2:21]4)=[O:19])[CH2:14][CH2:13]3)[CH:11]=2)[CH:6]=[CH:5][CH:4]=[CH:3][CH:2]=1.I[N:29]1C(=O)CC[C:30]1=O.FC(F)(F)C(O)=O, predict the reaction product. The product is: [F:27][C:23]1([F:26])[CH2:24][CH2:25][CH:20]([C:18]([N:15]2[CH2:16][CH2:17][CH:12]([N:10]3[C:11]([C:30]#[N:29])=[C:7]([C:1]4[CH:2]=[CH:3][CH:4]=[CH:5][CH:6]=4)[N:8]=[CH:9]3)[CH2:13][CH2:14]2)=[O:19])[CH2:21][CH2:22]1. (2) Given the reactants [H-].[Na+].C([O:7][C:8](=[O:17])[C:9]([CH3:16])([CH3:15])[CH2:10][CH2:11][CH2:12][CH2:13][OH:14])(C)(C)C.C([O:22][C:23](=[O:32])[C:24]([CH3:31])([CH3:30])[CH2:25][CH2:26][CH2:27][CH2:28]Br)(C)(C)C.O, predict the reaction product. The product is: [CH3:16][C:9]([C:8]([OH:7])=[O:17])([CH2:10][CH2:11][CH2:12][CH2:13][O:14][CH2:28][CH2:27][CH2:26][CH2:25][C:24]([C:23]([OH:32])=[O:22])([CH3:31])[CH3:30])[CH3:15]. (3) Given the reactants Cl[C:2]1[O:3][C:4]2[CH:10]=[CH:9][CH:8]=[CH:7][C:5]=2[N:6]=1.[CH3:11][NH:12][CH2:13][CH2:14][OH:15], predict the reaction product. The product is: [CH3:11][N:12]([CH2:13][CH2:14][OH:15])[C:2]1[O:3][C:4]2[CH:10]=[CH:9][CH:8]=[CH:7][C:5]=2[N:6]=1. (4) Given the reactants Cl.Cl.[C:3]([C:7]1[CH:12]=[CH:11][CH:10]=[CH:9][C:8]=1[N:13]1[CH2:18][CH2:17][NH:16][CH2:15][CH2:14]1)([CH3:6])([CH3:5])[CH3:4].[OH:19][C:20]1[CH:24]=[C:23]([C:25]([OH:27])=O)[O:22][N:21]=1.C(N(CC)CC)C.CCN=C=NCCCN(C)C.C1C=CC2N(O)N=NC=2C=1.Br[CH2:57][C:58]([O:60][C:61]([CH3:64])([CH3:63])[CH3:62])=[O:59].C(=O)([O-])[O-].[K+].[K+], predict the reaction product. The product is: [C:3]([C:7]1[CH:12]=[CH:11][CH:10]=[CH:9][C:8]=1[N:13]1[CH2:18][CH2:17][N:16]([C:25]([C:23]2[O:22][N:21]=[C:20]([O:19][CH2:57][C:58]([O:60][C:61]([CH3:64])([CH3:63])[CH3:62])=[O:59])[CH:24]=2)=[O:27])[CH2:15][CH2:14]1)([CH3:6])([CH3:4])[CH3:5]. (5) Given the reactants [OH-].[Li+].C[O:4][C:5](=[O:29])[CH:6]([CH2:22][C:23]1[CH:28]=[CH:27][CH:26]=[CH:25][CH:24]=1)[CH:7]([OH:21])[CH2:8][CH2:9][CH2:10][CH2:11][CH2:12][O:13][CH2:14][C:15]1[CH:20]=[CH:19][CH:18]=[CH:17][CH:16]=1.C(O)(=O)CC(CC(O)=O)(C(O)=O)O, predict the reaction product. The product is: [CH2:22]([CH:6]([CH:7]([OH:21])[CH2:8][CH2:9][CH2:10][CH2:11][CH2:12][O:13][CH2:14][C:15]1[CH:16]=[CH:17][CH:18]=[CH:19][CH:20]=1)[C:5]([OH:29])=[O:4])[C:23]1[CH:24]=[CH:25][CH:26]=[CH:27][CH:28]=1.